From a dataset of Catalyst prediction with 721,799 reactions and 888 catalyst types from USPTO. Predict which catalyst facilitates the given reaction. Reactant: [CH2:1]([C:7]1[CH:15]=[C:14]2[C:10]([C:11](=O)[CH2:12][CH2:13]2)=[CH:9][C:8]=1[O:17][CH2:18][CH2:19][CH2:20][C:21]([OH:23])=[O:22])[CH2:2][CH2:3][CH2:4][CH2:5][CH3:6].Cl.[NH2:25][OH:26].C([O-])(=O)C.[Na+]. Product: [CH2:1]([C:7]1[CH:15]=[C:14]2[C:10]([C:11](=[N:25][OH:26])[CH2:12][CH2:13]2)=[CH:9][C:8]=1[O:17][CH2:18][CH2:19][CH2:20][C:21]([OH:23])=[O:22])[CH2:2][CH2:3][CH2:4][CH2:5][CH3:6]. The catalyst class is: 8.